This data is from Full USPTO retrosynthesis dataset with 1.9M reactions from patents (1976-2016). The task is: Predict the reactants needed to synthesize the given product. Given the product [CH3:24][C:23]([CH3:26])([CH3:25])[C:22](=[O:27])[CH2:21][N:1]1[CH2:6][CH2:5][C:4]2([C:15]3[C:10](=[CH:11][CH:12]=[CH:13][CH:14]=3)[C@@H:9]([NH:16][C:17](=[O:19])[CH3:18])[CH2:8][CH2:7]2)[CH2:3][CH2:2]1, predict the reactants needed to synthesize it. The reactants are: [NH:1]1[CH2:6][CH2:5][C:4]2([C:15]3[C:10](=[CH:11][CH:12]=[CH:13][CH:14]=3)[C@@H:9]([NH:16][C:17](=[O:19])[CH3:18])[CH2:8][CH2:7]2)[CH2:3][CH2:2]1.Br[CH2:21][C:22](=[O:27])[C:23]([CH3:26])([CH3:25])[CH3:24].C(=O)([O-])[O-].[Na+].[Na+].C(O)(C(F)(F)F)=O.